This data is from Full USPTO retrosynthesis dataset with 1.9M reactions from patents (1976-2016). The task is: Predict the reactants needed to synthesize the given product. Given the product [O:11]1[C:12]2[CH:17]=[CH:16][CH:15]=[CH:14][C:13]=2[C:9]([CH2:8][S:1]([O-:4])(=[O:3])=[O:2])=[N:10]1.[Na+:5], predict the reactants needed to synthesize it. The reactants are: [S:1]([O-:4])([O-:3])=[O:2].[Na+:5].[Na+].Br[CH2:8][C:9]1[C:13]2[CH:14]=[CH:15][CH:16]=[CH:17][C:12]=2[O:11][N:10]=1.